This data is from Full USPTO retrosynthesis dataset with 1.9M reactions from patents (1976-2016). The task is: Predict the reactants needed to synthesize the given product. (1) Given the product [CH3:1][S:2]([N:5]1[CH2:10][CH2:9][CH:8]([CH:11]([OH:16])[C:12]([F:15])([F:14])[F:13])[CH2:7][CH2:6]1)(=[O:3])=[O:4], predict the reactants needed to synthesize it. The reactants are: [CH3:1][S:2]([N:5]1[CH2:10][CH2:9][CH:8]([CH:11]([O:16][Si](CC)(CC)CC)[C:12]([F:15])([F:14])[F:13])[CH2:7][CH2:6]1)(=[O:4])=[O:3].Cl.C(=O)(O)[O-].[Na+].C(OCC)(=O)C. (2) Given the product [CH3:6][Si:7]([CH3:28])([CH3:29])[CH2:8][CH2:9][O:10][CH2:11][C:12]1([CH:30]([OH:37])[C:31]2[CH:36]=[CH:35][CH:34]=[CH:33][CH:32]=2)[CH:16]([S:17]([NH:20][C:21]2[O:25][N:24]=[C:23]([CH3:26])[C:22]=2[CH3:27])(=[O:18])=[O:19])[CH:15]=[CH:14][S:13]1, predict the reactants needed to synthesize it. The reactants are: [Li]CCCC.[CH3:6][Si:7]([CH3:29])([CH3:28])[CH2:8][CH2:9][O:10][CH2:11][C:12]1[S:13][CH:14]=[CH:15][C:16]=1[S:17]([NH:20][C:21]1[O:25][N:24]=[C:23]([CH3:26])[C:22]=1[CH3:27])(=[O:19])=[O:18].[CH:30](=[O:37])[C:31]1[CH:36]=[CH:35][CH:34]=[CH:33][CH:32]=1. (3) Given the product [C:21]([C:3]1[C:2]([F:1])=[CH:7][N:6]=[CH:5][C:4]=1[CH:8]1[O:13][C:12]2[CH:14]=[CH:15][CH:16]=[C:17]([C:18]([NH2:20])=[O:19])[C:11]=2[O:10][CH2:9]1)(=[O:23])[CH3:22], predict the reactants needed to synthesize it. The reactants are: [F:1][C:2]1[C:3]([CH:21]([OH:23])[CH3:22])=[C:4]([CH:8]2[O:13][C:12]3[CH:14]=[CH:15][CH:16]=[C:17]([C:18]([NH2:20])=[O:19])[C:11]=3[O:10][CH2:9]2)[CH:5]=[N:6][CH:7]=1.CC(OI1(OC(C)=O)(OC(C)=O)OC(=O)C2C=CC=CC1=2)=O.FC(F)(F)C(O)=O.[OH-].[Na+].[O-]S([O-])(=S)=O.[Na+].[Na+]. (4) Given the product [Cl:17][C:18]1[CH:23]=[CH:22][CH:21]=[C:20]([F:24])[C:19]=1/[CH:25]=[CH:26]/[C:27]([NH:16][C:13]1[CH:14]=[CH:15][N:11]([CH2:10][C:8]2[O:9][C:5]([C:2]([F:1])([F:4])[CH3:3])=[CH:6][CH:7]=2)[N:12]=1)=[O:28], predict the reactants needed to synthesize it. The reactants are: [F:1][C:2]([C:5]1[O:9][C:8]([CH2:10][N:11]2[CH:15]=[CH:14][C:13]([NH2:16])=[N:12]2)=[CH:7][CH:6]=1)([F:4])[CH3:3].[Cl:17][C:18]1[CH:23]=[CH:22][CH:21]=[C:20]([F:24])[C:19]=1/[CH:25]=[CH:26]/[C:27](O)=[O:28]. (5) Given the product [CH2:53]([O:52][CH:47]([O:46][CH2:44][CH3:45])[CH2:48][CH2:49][CH2:50][NH:51][C:34]([C:4]1[CH:5]=[C:6]([CH2:7][O:8][C:9]2[CH:10]=[C:11]([C@@H:15]([NH:16][C:17](=[O:18])[O:19][C@@H:20]3[CH:25]4[CH2:24][CH2:23][N:22]([CH2:27][CH2:26]4)[CH2:21]3)[C:28]3[CH:29]=[CH:30][CH:31]=[CH:32][CH:33]=3)[CH:12]=[CH:13][CH:14]=2)[N:2]([CH3:1])[N:3]=1)=[O:35])[CH3:54], predict the reactants needed to synthesize it. The reactants are: [CH3:1][N:2]1[C:6]([CH2:7][O:8][C:9]2[CH:14]=[CH:13][CH:12]=[C:11]([C@H:15]([C:28]3[CH:33]=[CH:32][CH:31]=[CH:30][CH:29]=3)[NH:16][C:17]([O:19][C@@H:20]3[CH:25]4[CH2:26][CH2:27][N:22]([CH2:23][CH2:24]4)[CH2:21]3)=[O:18])[CH:10]=2)=[CH:5][C:4]([C:34](O)=[O:35])=[N:3]1.C(N(CC)CC)C.[CH2:44]([O:46][CH:47]([O:52][CH2:53][CH3:54])[CH2:48][CH2:49][CH2:50][NH2:51])[CH3:45].CCN=C=NCCCN(C)C.OC1C=CC=C[N+]=1[O-]. (6) Given the product [CH2:1]([N:3]([CH:29]1[CH2:30][CH2:31][O:32][CH2:33][CH2:34]1)[C:4]1[C:19]2[CH2:18][CH:17]=[CH:16][CH2:15][CH2:14][C:13]3[CH:20]=[C:21]([CH3:26])[NH:22][C:23](=[O:24])[C:12]=3[CH2:11][N:10]([CH3:27])[C:9](=[O:28])[C:8]=2[CH:7]=[CH:6][CH:5]=1)[CH3:2], predict the reactants needed to synthesize it. The reactants are: [CH2:1]([N:3]([CH:29]1[CH2:34][CH2:33][O:32][CH2:31][CH2:30]1)[C:4]1[C:19]2[CH2:18][CH:17]=[CH:16][CH2:15][CH2:14][C:13]3[CH:20]=[C:21]([CH3:26])[N:22]=[C:23]([O:24]C)[C:12]=3[CH2:11][N:10]([CH3:27])[C:9](=[O:28])[C:8]=2[CH:7]=[CH:6][CH:5]=1)[CH3:2].Cl.CCOC(C)=O. (7) Given the product [C:1]([C:5]1[CH:6]=[CH:7][C:8]([S:11]([N:14]([CH2:25][C:26]([OH:28])=[O:27])[C:15]2[CH:20]=[CH:19][CH:18]=[C:17]([N:21]([CH3:23])[CH3:22])[CH:16]=2)(=[O:12])=[O:13])=[CH:9][CH:10]=1)([CH3:4])([CH3:2])[CH3:3], predict the reactants needed to synthesize it. The reactants are: [C:1]([C:5]1[CH:10]=[CH:9][C:8]([S:11]([NH:14][C:15]2[CH:20]=[CH:19][CH:18]=[C:17]([N:21]([CH3:23])[CH3:22])[CH:16]=2)(=[O:13])=[O:12])=[CH:7][CH:6]=1)([CH3:4])([CH3:3])[CH3:2].Br[CH2:25][C:26]([O:28]C(C)(C)C)=[O:27]. (8) The reactants are: [OH:1]/[N:2]=[C:3]1\[CH2:4][C@@H:5]2[C@@H:14]([C@:15]3([CH3:22])[CH:20]\1[CH2:19][C:18](=O)[CH2:17][CH2:16]3)[CH2:13][CH2:12][C@@:10]1([CH3:11])[C@H:6]2[CH2:7][CH2:8][C:9]1=[O:23].[ClH:24].Cl.[NH2:26][C@@H:27]([CH3:31])[CH2:28][O:29][NH2:30]. Given the product [NH2:26][C@@H:27]([CH3:31])[CH2:28][O:29][N:30]=[C:18]1[CH2:19][CH2:20][C@@:15]2([CH3:22])[CH:16]([CH2:3][CH2:4][C@@H:5]3[C@@H:14]2[CH2:13][CH2:12][C@@:10]2([CH3:11])[C@H:6]3[CH2:7][CH2:8][CH2:9]2)[CH2:17]1.[ClH:24].[OH:1]/[N:2]=[C:3]1\[CH2:4][C@@H:5]2[C@@H:14]([C@:15]3([CH3:22])[CH:20]\1[CH2:19][CH2:18][CH2:17][CH2:16]3)[CH2:13][CH2:12][C@@:10]1([CH3:11])[C@H:6]2[CH2:7][CH2:8][C:9]1=[O:23], predict the reactants needed to synthesize it.